Dataset: Reaction yield outcomes from USPTO patents with 853,638 reactions. Task: Predict the reaction yield, written as a fraction of the theoretical maximum amount of product (1.0 means a 100% yield; for example, 0.34 means a 34% yield). (1) The reactants are [NH2:1][CH:2]1[CH2:7][CH2:6][N:5]([C:8]2[N:13]=[N:12][C:11]([C:14]#[N:15])=[CH:10][CH:9]=2)[CH2:4][CH2:3]1.[Cl:16][C:17]1[N:22]=[C:21](Cl)[C:20]([Cl:24])=[CH:19][N:18]=1.CCN(CC)CC. The catalyst is CCO. The product is [Cl:16][C:17]1[N:22]=[C:21]([NH:1][CH:2]2[CH2:7][CH2:6][N:5]([C:8]3[N:13]=[N:12][C:11]([C:14]#[N:15])=[CH:10][CH:9]=3)[CH2:4][CH2:3]2)[C:20]([Cl:24])=[CH:19][N:18]=1. The yield is 0.513. (2) The reactants are [C:1]([C:4]1[C:22](=[O:23])[C@@:8]2([CH3:24])[C:9]3[C:15]([OH:16])=[CH:14][C:13]([O:17][CH3:18])=[C:12]([C:19]([NH2:21])=[O:20])[C:10]=3[O:11][C:7]2=[CH:6][C:5]=1[OH:25])(=[O:3])[CH3:2].[F:26][C:27]1[C:36]2[C:31](=[CH:32][CH:33]=[CH:34][CH:35]=2)[C:30]([CH:37]=O)=[C:29]([CH3:39])[CH:28]=1.C([SiH](CC)CC)C.FC(F)(F)C(O)=O. The catalyst is C(#N)C. The product is [C:1]([C:4]1[C:22](=[O:23])[C@@:8]2([CH3:24])[C:9]3[C:15]([OH:16])=[CH:14][C:13]([O:17][CH3:18])=[C:12]([C:19]([NH:21][CH2:37][C:30]4[C:31]5[C:36](=[CH:35][CH:34]=[CH:33][CH:32]=5)[C:27]([F:26])=[CH:28][C:29]=4[CH3:39])=[O:20])[C:10]=3[O:11][C:7]2=[CH:6][C:5]=1[OH:25])(=[O:3])[CH3:2]. The yield is 0.920. (3) The reactants are [CH:1]([O:4][C:5]1([C:8]2[CH:13]=[CH:12][C:11]([C:14]#[C:15][C:16]3[CH:21]=[CH:20][C:19]([CH2:22][C:23]([O:25]C)=[O:24])=[CH:18][CH:17]=3)=[CH:10][C:9]=2[CH2:27][CH3:28])[CH2:7][CH2:6]1)([CH3:3])[CH3:2].[OH-].[Na+].O.CC#N. The product is [CH:1]([O:4][C:5]1([C:8]2[CH:13]=[CH:12][C:11]([C:14]#[C:15][C:16]3[CH:21]=[CH:20][C:19]([CH2:22][C:23]([OH:25])=[O:24])=[CH:18][CH:17]=3)=[CH:10][C:9]=2[CH2:27][CH3:28])[CH2:7][CH2:6]1)([CH3:3])[CH3:2]. The yield is 0.570. The catalyst is C(O)C.O1CCCC1. (4) The reactants are S1C(N)=CC=C1.[CH3:7][C:8]1[C:9]2[CH:16]=[C:15]([N+:17]([O-])=O)[CH:14]=[CH:13][C:10]=2[S:11][CH:12]=1. The catalyst is CO.[Pd]. The product is [CH3:7][C:8]1[C:9]2[CH:16]=[C:15]([NH2:17])[CH:14]=[CH:13][C:10]=2[S:11][CH:12]=1. The yield is 0.390. (5) The yield is 0.650. The product is [OH:11][CH2:10][CH2:9][CH2:8][C:5]1[CH:4]=[CH:3][C:2]([O:1][CH2:13][CH2:14][CH2:15][CH2:16][CH2:17][CH2:18][O:1][C:2]2[CH:7]=[CH:6][C:5]([CH2:8][CH2:9][CH2:22][OH:25])=[CH:4][CH:3]=2)=[CH:7][CH:6]=1. The catalyst is CS(C)=O. The reactants are [OH:1][C:2]1[CH:7]=[CH:6][C:5]([CH2:8][CH2:9][CH2:10][OH:11])=[CH:4][CH:3]=1.I[CH2:13][CH2:14][CH2:15][CH2:16][CH2:17][CH2:18]I.N#N.[C:22](=[O:25])([O-])[O-].[K+].[K+]. (6) The reactants are [O:1]=[CH:2][C:3]#[C:4][C:5]1[CH:12]=[CH:11][C:8]([C:9]#[N:10])=[CH:7][CH:6]=1.[N-:13]=[N+:14]=[N-:15].[Na+]. The catalyst is CS(C)=O. The product is [CH:2]([C:3]1[C:4]([C:5]2[CH:6]=[CH:7][C:8]([C:9]#[N:10])=[CH:11][CH:12]=2)=[N:13][NH:14][N:15]=1)=[O:1]. The yield is 0.200.